From a dataset of Reaction yield outcomes from USPTO patents with 853,638 reactions. Predict the reaction yield, written as a fraction of the theoretical maximum amount of product (1.0 means a 100% yield; for example, 0.34 means a 34% yield). (1) The reactants are [C:1]([C:3]1[CH:4]=[C:5]([NH:9][C:10]2[C:19]3[C:14](=[CH:15][C:16]([N+:20]([O-])=O)=[CH:17][CH:18]=3)[N:13]=[CH:12][N:11]=2)[CH:6]=[CH:7][CH:8]=1)#[CH:2].Cl[Sn]Cl. The catalyst is C(OCC)(=O)C. The product is [C:1]([C:3]1[CH:4]=[C:5]([NH:9][C:10]2[C:19]3[C:14](=[CH:15][C:16]([NH2:20])=[CH:17][CH:18]=3)[N:13]=[CH:12][N:11]=2)[CH:6]=[CH:7][CH:8]=1)#[CH:2]. The yield is 0.860. (2) The reactants are S[C:2]1[S:3][C:4]2[CH:10]=[C:9]([C:11]([F:14])([F:13])[F:12])[CH:8]=[CH:7][C:5]=2[N:6]=1.S(Cl)([Cl:18])(=O)=O. No catalyst specified. The product is [Cl:18][C:2]1[S:3][C:4]2[CH:10]=[C:9]([C:11]([F:14])([F:13])[F:12])[CH:8]=[CH:7][C:5]=2[N:6]=1. The yield is 0.910. (3) The reactants are Br[C:2]1[CH:3]=[C:4]([N:22]([C@H:25]2[CH2:30][CH2:29][C@H:28]([N:31]([CH3:33])[CH3:32])[CH2:27][CH2:26]2)[CH2:23][CH3:24])[C:5]([CH3:21])=[C:6]([CH:20]=1)[C:7]([NH:9][CH2:10][C:11]1[C:16](=[O:17])[CH:15]=[C:14]([CH3:18])[NH:13][C:12]=1[CH3:19])=[O:8].CC1(C)C(C)(C)OB([C:42]2[CH:54]=[CH:53][C:45]([CH2:46][N:47]3[CH2:52][CH2:51][O:50][CH2:49][CH2:48]3)=[CH:44][CH:43]=2)O1.C([O-])([O-])=O.[Na+].[Na+]. The catalyst is O1CCOCC1.O.C1C=CC([P]([Pd]([P](C2C=CC=CC=2)(C2C=CC=CC=2)C2C=CC=CC=2)([P](C2C=CC=CC=2)(C2C=CC=CC=2)C2C=CC=CC=2)[P](C2C=CC=CC=2)(C2C=CC=CC=2)C2C=CC=CC=2)(C2C=CC=CC=2)C2C=CC=CC=2)=CC=1. The product is [CH3:19][C:12]1[NH:13][C:14]([CH3:18])=[CH:15][C:16](=[O:17])[C:11]=1[CH2:10][NH:9][C:7]([C:6]1[CH:20]=[C:2]([C:42]2[CH:43]=[CH:44][C:45]([CH2:46][N:47]3[CH2:52][CH2:51][O:50][CH2:49][CH2:48]3)=[CH:53][CH:54]=2)[CH:3]=[C:4]([N:22]([C@H:25]2[CH2:30][CH2:29][C@H:28]([N:31]([CH3:33])[CH3:32])[CH2:27][CH2:26]2)[CH2:23][CH3:24])[C:5]=1[CH3:21])=[O:8]. The yield is 0.190.